Dataset: Full USPTO retrosynthesis dataset with 1.9M reactions from patents (1976-2016). Task: Predict the reactants needed to synthesize the given product. (1) Given the product [O:6]1[C:10]2[CH:11]=[CH:12][C:13]([C:15]3[N:19]([CH3:20])[C:18]([CH:24]=[O:25])=[N:17][CH:16]=3)=[CH:14][C:9]=2[O:8][CH2:7]1, predict the reactants needed to synthesize it. The reactants are: C([Li])CCC.[O:6]1[C:10]2[CH:11]=[CH:12][C:13]([C:15]3[N:19]([CH3:20])[CH:18]=[N:17][CH:16]=3)=[CH:14][C:9]=2[O:8][CH2:7]1.CN([CH:24]=[O:25])C.CCOCC. (2) Given the product [Cl:1][C:2]1[CH:7]=[C:6]([C:8]#[C:9][C:19]([C:21]2[CH:22]=[N:23][C:24]3[C:29]([CH:30]=2)=[CH:28][CH:27]=[C:26]([O:31][CH3:32])[CH:25]=3)=[O:20])[CH:5]=[C:4]([Cl:10])[CH:3]=1, predict the reactants needed to synthesize it. The reactants are: [Cl:1][C:2]1[CH:7]=[C:6]([C:8]#[CH:9])[CH:5]=[C:4]([Cl:10])[CH:3]=1.C([Li])CCC.CON(C)[C:19]([C:21]1[CH:22]=[N:23][C:24]2[C:29]([CH:30]=1)=[CH:28][CH:27]=[C:26]([O:31][CH3:32])[CH:25]=2)=[O:20].